Dataset: CYP2C9 inhibition data for predicting drug metabolism from PubChem BioAssay. Task: Regression/Classification. Given a drug SMILES string, predict its absorption, distribution, metabolism, or excretion properties. Task type varies by dataset: regression for continuous measurements (e.g., permeability, clearance, half-life) or binary classification for categorical outcomes (e.g., BBB penetration, CYP inhibition). Dataset: cyp2c9_veith. (1) The molecule is CCCCN(C(=S)Nc1ccccc1)C1CCS(=O)(=O)C1. The result is 0 (non-inhibitor). (2) The molecule is CC1=C(C(=O)O)N2C(=O)[C@@H](NC(=O)[C@@H](N)c3ccccc3)[C@@H]2SC1. The result is 0 (non-inhibitor). (3) The molecule is Cn1cnc2c(NCc3ccccc3)nc(NCCO)nc21. The result is 0 (non-inhibitor). (4) The molecule is Cc1nn(C)cc1C(C(=O)NC1CCCCC1)N(C(=O)Cc1cccs1)c1ccc(C(C)C)cc1. The result is 1 (inhibitor). (5) The compound is C[C@@H](CCc1ccccc1)N[C@@H](C)[C@H](O)c1ccc(O)cc1. The result is 0 (non-inhibitor). (6) The molecule is COc1ccc(-n2c(=O)c(-c3ccc(Cl)cc3)nc3cnc(N4CCNCC4)nc32)cc1. The result is 0 (non-inhibitor). (7) The drug is O=c1c(-c2cc(F)cc(F)c2)nc2cnc(N3CCOCC3)nc2n1C1CC1. The result is 0 (non-inhibitor). (8) The drug is CCN(CC)CCNC(=O)COc1ccc(OC)cc1. The result is 0 (non-inhibitor).